Dataset: Full USPTO retrosynthesis dataset with 1.9M reactions from patents (1976-2016). Task: Predict the reactants needed to synthesize the given product. (1) Given the product [I:1][C:2]1[CH:3]=[CH:4][C:5]([C:8]2[C:12]3[CH:13]=[CH:14][C:15]([O:17][S:26]([C:25]([F:38])([F:37])[F:24])(=[O:28])=[O:27])=[CH:16][C:11]=3[O:10][N:9]=2)=[CH:6][CH:7]=1, predict the reactants needed to synthesize it. The reactants are: [I:1][C:2]1[CH:7]=[CH:6][C:5]([C:8]2[C:12]3[CH:13]=[CH:14][C:15]([OH:17])=[CH:16][C:11]=3[O:10][N:9]=2)=[CH:4][CH:3]=1.N1C=CC=CC=1.[F:24][C:25]([F:38])([F:37])[S:26](O[S:26]([C:25]([F:38])([F:37])[F:24])(=[O:28])=[O:27])(=[O:28])=[O:27]. (2) Given the product [CH3:25][O:28][CH:16]1[CH2:17][CH2:18][CH2:19][CH2:20][C:21]1=[O:23], predict the reactants needed to synthesize it. The reactants are: CC[C@@H]1[C@@H]2C[C@@H]([C@H](O)C3[C:21]4[C:16](=[CH:17][CH:18]=[CH:19][CH:20]=4)N=CC=3)N(CC2)C1.[OH-:23].[Na+].[CH:25]([OH:28])(C)C. (3) Given the product [Br:1][C:2]1[CH:3]=[C:4]([CH2:10][CH2:11][N:12]([CH2:29][C:28]2[CH:31]=[CH:32][C:25]([O:24][C:23]([F:22])([F:33])[F:34])=[CH:26][CH:27]=2)[C:13]2[N:14]=[CH:15][C:16]([CH:19]([CH3:21])[CH3:20])=[CH:17][N:18]=2)[CH:5]=[CH:6][C:7]=1[O:8][CH3:9], predict the reactants needed to synthesize it. The reactants are: [Br:1][C:2]1[CH:3]=[C:4]([CH2:10][CH2:11][NH:12][C:13]2[N:18]=[CH:17][C:16]([CH:19]([CH3:21])[CH3:20])=[CH:15][N:14]=2)[CH:5]=[CH:6][C:7]=1[O:8][CH3:9].[F:22][C:23]([F:34])([F:33])[O:24][C:25]1[CH:32]=[CH:31][C:28]([CH2:29]Br)=[CH:27][CH:26]=1. (4) Given the product [CH3:25][O:24][CH2:23][CH2:22][O:21][CH2:20][CH2:19][O:18][CH2:17][CH2:16][C:5]1([CH2:26][CH2:27][O:28][CH2:29][CH2:30][O:31][CH2:32][CH2:33][O:34][CH3:35])[C:6]2[CH:7]=[C:8]([C:53]#[C:54][C:55]([CH3:58])([OH:57])[CH3:56])[CH:9]=[CH:10][C:11]=2[C:12]2[C:4]1=[CH:3][C:2]([C:53]#[C:54][C:55]([CH3:58])([OH:57])[CH3:56])=[CH:14][CH:13]=2, predict the reactants needed to synthesize it. The reactants are: I[C:2]1[CH:14]=[CH:13][C:12]2[C:11]3[C:6](=[CH:7][C:8](I)=[CH:9][CH:10]=3)[C:5]([CH2:26][CH2:27][O:28][CH2:29][CH2:30][O:31][CH2:32][CH2:33][O:34][CH3:35])([CH2:16][CH2:17][O:18][CH2:19][CH2:20][O:21][CH2:22][CH2:23][O:24][CH3:25])[C:4]=2[CH:3]=1.C(C1(CCCC)C2C=C([C:53]#[C:54][C:55]([CH3:58])([OH:57])[CH3:56])C=CC=2C2C1=CC([C:53]#[C:54][C:55]([CH3:58])([OH:57])[CH3:56])=CC=2)CCC. (5) Given the product [OH:14][N:13]=[C:10]([C:4]1[C:5]([CH3:9])=[N:6][N:7]([CH3:8])[C:3]=1[O:2][CH3:1])[NH2:11], predict the reactants needed to synthesize it. The reactants are: [CH3:1][O:2][C:3]1[N:7]([CH3:8])[N:6]=[C:5]([CH3:9])[C:4]=1[C:10]#[N:11].[Cl-].[NH2:13][OH:14].C(=O)([O-])[O-].[K+].[K+]. (6) Given the product [F:1][C:2]1[CH:3]=[C:4]([CH2:8][CH2:9][C@@H:10]2[CH2:14][CH2:13][CH2:12][N:11]2[C:15]([O:17][C:18]([CH3:21])([CH3:20])[CH3:19])=[O:16])[CH:5]=[CH:6][CH:7]=1, predict the reactants needed to synthesize it. The reactants are: [F:1][C:2]1[CH:3]=[C:4]([C:8]#[C:9][C@@H:10]2[CH2:14][CH2:13][CH2:12][N:11]2[C:15]([O:17][C:18]([CH3:21])([CH3:20])[CH3:19])=[O:16])[CH:5]=[CH:6][CH:7]=1.